From a dataset of NCI-60 drug combinations with 297,098 pairs across 59 cell lines. Regression. Given two drug SMILES strings and cell line genomic features, predict the synergy score measuring deviation from expected non-interaction effect. (1) Drug 1: CN1C2=C(C=C(C=C2)N(CCCl)CCCl)N=C1CCCC(=O)O.Cl. Drug 2: C1C(C(OC1N2C=NC(=NC2=O)N)CO)O. Cell line: UACC-257. Synergy scores: CSS=-2.86, Synergy_ZIP=2.20, Synergy_Bliss=0.730, Synergy_Loewe=-3.78, Synergy_HSA=-3.69. (2) Drug 1: CC1=CC=C(C=C1)C2=CC(=NN2C3=CC=C(C=C3)S(=O)(=O)N)C(F)(F)F. Drug 2: CCC1(CC2CC(C3=C(CCN(C2)C1)C4=CC=CC=C4N3)(C5=C(C=C6C(=C5)C78CCN9C7C(C=CC9)(C(C(C8N6C)(C(=O)OC)O)OC(=O)C)CC)OC)C(=O)OC)O.OS(=O)(=O)O. Cell line: RPMI-8226. Synergy scores: CSS=9.52, Synergy_ZIP=2.71, Synergy_Bliss=8.09, Synergy_Loewe=-2.45, Synergy_HSA=1.35. (3) Drug 1: C1CC(C1)(C(=O)O)C(=O)O.[NH2-].[NH2-].[Pt+2]. Drug 2: C1CN(P(=O)(OC1)NCCCl)CCCl. Cell line: COLO 205. Synergy scores: CSS=-4.33, Synergy_ZIP=-1.25, Synergy_Bliss=-1.62, Synergy_Loewe=-8.63, Synergy_HSA=-8.22. (4) Drug 1: C(=O)(N)NO. Drug 2: C1=CC=C(C(=C1)C(C2=CC=C(C=C2)Cl)C(Cl)Cl)Cl. Cell line: HCT116. Synergy scores: CSS=-7.19, Synergy_ZIP=15.5, Synergy_Bliss=19.9, Synergy_Loewe=-8.59, Synergy_HSA=-2.90. (5) Drug 1: CCC1(CC2CC(C3=C(CCN(C2)C1)C4=CC=CC=C4N3)(C5=C(C=C6C(=C5)C78CCN9C7C(C=CC9)(C(C(C8N6C=O)(C(=O)OC)O)OC(=O)C)CC)OC)C(=O)OC)O.OS(=O)(=O)O. Drug 2: C1=NNC2=C1C(=O)NC=N2. Cell line: UACC-257. Synergy scores: CSS=0.901, Synergy_ZIP=-0.646, Synergy_Bliss=0.0251, Synergy_Loewe=0.237, Synergy_HSA=-0.230.